This data is from Full USPTO retrosynthesis dataset with 1.9M reactions from patents (1976-2016). The task is: Predict the reactants needed to synthesize the given product. (1) The reactants are: [O:1]=[C:2]1[O:8][C@H:7]([C@H:9]([CH2:11][OH:12])[OH:10])[C:5]([OH:6])=[C:3]1[OH:4].[CH2:13]([OH:68])[C@H:14]1[O:19][C@H:18]([O:67][C@H:15]2[C@H:16]([OH:66])[C@@H:17]([OH:65])[C@@H:18]([O:67][C@H:15]3[C@H:16]([OH:66])[C@@H:17]([OH:65])[C@@H:18]([O:67][C@H:15]4[C@H:16]([OH:66])[C@@H:17]([OH:65])[C@@H:18]([O:67][C@H:15]5[C@H:16]([OH:66])[C@@H:17]([OH:65])[C@@H:18](O)[O:19][C@@H:14]5[CH2:13][OH:68])[O:19][C@@H:14]4[CH2:13][OH:68])[O:19][C@@H:14]3[CH2:13][OH:68])[O:19][C@@H:14]2[CH2:13][OH:68])[C@H:17]([OH:65])[C@@H:16]([OH:66])[C@@H:15]1[OH:67].[Cl-].[Ca+2].[Cl-].C([O-])(=O)C.[Na+]. Given the product [CH2:13]([OH:68])[C@H:14]1[O:19][C@H:18]([O:4][C:3]2[C:2](=[O:1])[O:8][C@H:7]([C@@H:9]([OH:10])[CH2:11][OH:12])[C:5]=2[OH:6])[C@H:17]([OH:65])[C@@H:16]([OH:66])[C@@H:15]1[OH:67], predict the reactants needed to synthesize it. (2) Given the product [Cl:16][C:15]1([Cl:18])[CH2:2][C:1]1([C:4]1[CH:5]=[C:6]([CH:10]2[O:11][CH2:12][CH2:13][O:14]2)[CH:7]=[CH:8][CH:9]=1)[CH3:3], predict the reactants needed to synthesize it. The reactants are: [C:1]([C:4]1[CH:5]=[C:6]([CH:10]2[O:14][CH2:13][CH2:12][O:11]2)[CH:7]=[CH:8][CH:9]=1)([CH3:3])=[CH2:2].[CH:15]([Cl:18])(Cl)[Cl:16]. (3) Given the product [CH:24]1([NH:23][C:21]([C:16]2[CH:15]=[C:14]([C:11]3[CH:10]=[CH:9][C:8]([C:6]4[O:7][C:3]([CH2:2][NH:1][C:44](=[O:45])[CH2:43][C:41]5[O:40][N:39]=[C:38]([CH3:37])[CH:42]=5)=[N:4][N:5]=4)=[CH:13][CH:12]=3)[C:19]([CH3:20])=[CH:18][CH:17]=2)=[O:22])[CH2:26][CH2:25]1, predict the reactants needed to synthesize it. The reactants are: [NH2:1][CH2:2][C:3]1[O:7][C:6]([C:8]2[CH:13]=[CH:12][C:11]([C:14]3[C:19]([CH3:20])=[CH:18][CH:17]=[C:16]([C:21]([NH:23][CH:24]4[CH2:26][CH2:25]4)=[O:22])[CH:15]=3)=[CH:10][CH:9]=2)=[N:5][N:4]=1.C1C=CC2N(O)N=NC=2C=1.[CH3:37][C:38]1[CH:42]=[C:41]([CH2:43][C:44](O)=[O:45])[O:40][N:39]=1.CCN(C(C)C)C(C)C. (4) Given the product [NH2:21][C:16]1[C:15]([C:12]2[CH:13]=[CH:14][C:9]([OH:8])=[C:10]([F:22])[CH:11]=2)=[CH:20][CH:19]=[CH:18][N:17]=1, predict the reactants needed to synthesize it. The reactants are: C([O:8][C:9]1[CH:14]=[CH:13][C:12]([C:15]2[C:16]([NH2:21])=[N:17][CH:18]=[CH:19][CH:20]=2)=[CH:11][C:10]=1[F:22])C1C=CC=CC=1. (5) Given the product [Cl:1][C:2]1[N:3]=[CH:4][CH:5]=[C:6]2[CH:13]=[CH:12][NH:8][C:7]=12, predict the reactants needed to synthesize it. The reactants are: [Cl:1][C:2]1[C:7]([N+:8]([O-])=O)=[CH:6][CH:5]=[CH:4][N:3]=1.[Br-].[CH2:12]1COC[CH2:13]1. (6) Given the product [C:1]([N+:8]1([O-:21])[CH2:9][CH:10]=[CH:11][CH2:12]1)([O:3][C:4]([CH3:7])([CH3:6])[CH3:5])=[O:2], predict the reactants needed to synthesize it. The reactants are: [C:1]([N:8]1[CH2:12][CH:11]=[CH:10][CH2:9]1)([O:3][C:4]([CH3:7])([CH3:6])[CH3:5])=[O:2].ClC1C=CC=C(C(OO)=[O:21])C=1. (7) Given the product [F:30][C:31]1[CH:36]=[CH:35][C:34]([F:37])=[CH:33][C:32]=1[C:38]1[N:40]=[C:27]([CH:13]2[CH2:14][CH:15]([C:17]3[CH:22]=[CH:21][C:20]([C:23]([F:26])([F:25])[F:24])=[CH:19][CH:18]=3)[CH2:16][N:11]([C:9]([N:6]3[CH2:5][CH2:4][CH:3]([C:1]#[N:2])[CH2:8][CH2:7]3)=[O:10])[CH2:12]2)[O:29][N:39]=1, predict the reactants needed to synthesize it. The reactants are: [C:1]([CH:3]1[CH2:8][CH2:7][N:6]([C:9]([N:11]2[CH2:16][CH:15]([C:17]3[CH:22]=[CH:21][C:20]([C:23]([F:26])([F:25])[F:24])=[CH:19][CH:18]=3)[CH2:14][CH:13]([C:27]([OH:29])=O)[CH2:12]2)=[O:10])[CH2:5][CH2:4]1)#[N:2].[F:30][C:31]1[CH:36]=[CH:35][C:34]([F:37])=[CH:33][C:32]=1[C:38](=[N:40]O)[NH2:39].